The task is: Predict the reactants needed to synthesize the given product.. This data is from Full USPTO retrosynthesis dataset with 1.9M reactions from patents (1976-2016). (1) The reactants are: [Br:1][C:2]1[CH:3]=[N:4][N:5]2[C:10](O)=[C:9]([C:12]([N:14]3[CH2:19][CH2:18][CH:17]([C:20]4[CH:25]=[CH:24][CH:23]=[CH:22][CH:21]=4)[CH2:16][CH2:15]3)=[O:13])[CH:8]=[N:7][C:6]=12.C(N(CC)C1C=CC=CC=1)C.P(Cl)(Cl)([Cl:39])=O. Given the product [Br:1][C:2]1[CH:3]=[N:4][N:5]2[C:10]([Cl:39])=[C:9]([C:12]([N:14]3[CH2:19][CH2:18][CH:17]([C:20]4[CH:25]=[CH:24][CH:23]=[CH:22][CH:21]=4)[CH2:16][CH2:15]3)=[O:13])[CH:8]=[N:7][C:6]=12, predict the reactants needed to synthesize it. (2) The reactants are: [CH2:1]([O:3][C:4](=[O:18])[CH:5]([C:7]1[C:12]([F:13])=[CH:11][C:10]([O:14][CH2:15][CH3:16])=[CH:9][C:8]=1[F:17])[OH:6])[CH3:2].I[CH3:20]. Given the product [CH2:1]([O:3][C:4](=[O:18])[CH:5]([C:7]1[C:12]([F:13])=[CH:11][C:10]([O:14][CH2:15][CH3:16])=[CH:9][C:8]=1[F:17])[O:6][CH3:20])[CH3:2], predict the reactants needed to synthesize it. (3) Given the product [NH2:12][C:10]1[CH:9]=[CH:8][C:3]([C:4]([O:6][CH3:7])=[O:5])=[C:2]([OH:1])[CH:11]=1, predict the reactants needed to synthesize it. The reactants are: [OH:1][C:2]1[CH:11]=[C:10]([N+:12]([O-])=O)[CH:9]=[CH:8][C:3]=1[C:4]([O:6][CH3:7])=[O:5]. (4) Given the product [Cl:19][C:20]1[N:21]=[C:22]2[N:26]([C:27]=1[S:28]([N:1]1[C:9]3[C:4](=[CH:5][CH:6]=[CH:7][CH:8]=3)[C:3]([CH2:10][C:11]([OH:13])=[O:12])=[CH:2]1)(=[O:30])=[O:29])[CH:25]=[CH:24][S:23]2, predict the reactants needed to synthesize it. The reactants are: [NH:1]1[C:9]2[C:4](=[CH:5][CH:6]=[CH:7][CH:8]=2)[C:3]([CH2:10][C:11]([OH:13])=[O:12])=[CH:2]1.C([Li])CCC.[Cl:19][C:20]1[N:21]=[C:22]2[N:26]([C:27]=1[S:28](Cl)(=[O:30])=[O:29])[CH:25]=[CH:24][S:23]2. (5) Given the product [CH3:15][C:16]1([CH3:32])[C:20]([CH3:22])([CH3:21])[O:19][B:18]([C:2]2[CH:7]=[CH:6][C:5]([C@H:8]3[CH2:13][CH2:12][C@H:11]([OH:14])[CH2:10][CH2:9]3)=[CH:4][CH:3]=2)[O:17]1, predict the reactants needed to synthesize it. The reactants are: Br[C:2]1[CH:7]=[CH:6][C:5]([C@H:8]2[CH2:13][CH2:12][C@H:11]([OH:14])[CH2:10][CH2:9]2)=[CH:4][CH:3]=1.[CH3:15][C:16]1([CH3:32])[C:20]([CH3:22])([CH3:21])[O:19][B:18]([B:18]2[O:19][C:20]([CH3:22])([CH3:21])[C:16]([CH3:32])([CH3:15])[O:17]2)[O:17]1. (6) Given the product [NH2:1][C@H:2]([C:41]([NH:24][C@H:25]([C:38]([NH2:59])=[O:40])[CH2:26][C:27]1[CH:28]=[CH:29][C:30]([OH:33])=[CH:31][CH:32]=1)=[O:43])[CH3:4], predict the reactants needed to synthesize it. The reactants are: [NH:1](C(OCC1C2C(=CC=CC=2)C2C1=CC=CC=2)=O)[C@H:2]([C:4](O)=O)C.[NH:24]([C:41]([O:43]CC1C2C(=CC=CC=2)C2C1=CC=CC=2)=O)[C@H:25]([C:38]([OH:40])=O)[CH2:26][C:27]1[CH:32]=[CH:31][C:30]([O:33]C(C)(C)C)=[CH:29][CH:28]=1.C[N:59](C(ON1N=NC2C=CC(=CC1=2)Cl)=[N+](C)C)C.F[P-](F)(F)(F)(F)F.CCN(C(C)C)C(C)C. (7) Given the product [CH3:28][C:15]([CH2:14][CH2:13][CH3:18])=[CH:16][C:17]([O:19][CH2:20][CH3:21])=[O:11], predict the reactants needed to synthesize it. The reactants are: CCCCC.CC(=[O:11])CCC.[Na].[CH:13]1[CH:18]=[C:17]([O:19][CH2:20][C:21]2C=CC(Cl)=CC=2)[CH:16]=[C:15](/[CH:28]=C2\C(N(CCC(O)=O)C(S\2)=S)=O)[CH:14]=1. (8) Given the product [CH3:11][O:12][CH:13]([O:16][CH3:17])[CH2:14][O:8][CH2:7][CH2:6][C:5]([O:4][CH3:3])([CH3:10])[CH3:9], predict the reactants needed to synthesize it. The reactants are: [H-].[Na+].[CH3:3][O:4][C:5]([CH3:10])([CH3:9])[CH2:6][CH2:7][OH:8].[CH3:11][O:12][CH:13]([O:16][CH3:17])[CH2:14]Br.O.